From a dataset of Catalyst prediction with 721,799 reactions and 888 catalyst types from USPTO. Predict which catalyst facilitates the given reaction. (1) Reactant: Cl[CH:2]1[C:8]2[CH:9]=[CH:10][CH:11]=[CH:12][C:7]=2[CH2:6][O:5][C:4]2[CH:13]=[CH:14][CH:15]=[CH:16][C:3]1=2.Cl.Cl.[NH:19]1[CH2:24][CH2:23][CH:22]([CH2:25][CH2:26][CH2:27][CH2:28][NH:29][C:30](=[O:39])[CH2:31][CH2:32][C:33]2[CH:34]=[N:35][CH:36]=[CH:37][CH:38]=2)[CH2:21][CH2:20]1. Product: [CH:16]1[C:3]2[CH:2]([N:19]3[CH2:24][CH2:23][CH:22]([CH2:25][CH2:26][CH2:27][CH2:28][NH:29][C:30](=[O:39])[CH2:31][CH2:32][C:33]4[CH:34]=[N:35][CH:36]=[CH:37][CH:38]=4)[CH2:21][CH2:20]3)[C:8]3[CH:9]=[CH:10][CH:11]=[CH:12][C:7]=3[CH2:6][O:5][C:4]=2[CH:13]=[CH:14][CH:15]=1. The catalyst class is: 4. (2) Reactant: [F:1][C:2]1[CH:3]=[C:4]([CH:43]=[CH:44][C:45]=1[F:46])[C:5]([N:7]=[C:8]([NH:37][C@@H:38]([CH3:42])[CH2:39][O:40][CH3:41])[NH:9][C:10]1[C:18]2[C:13](=[CH:14][C:15]([C:19]([F:22])([F:21])[F:20])=[CH:16][CH:17]=2)[N:12]([C:23](=[O:36])[C@@H:24]([NH:28]C(=O)OC(C)(C)C)[CH:25]([CH3:27])[CH3:26])[N:11]=1)=[O:6].[ClH:47]. Product: [ClH:47].[NH2:28][C@@H:24]([CH:25]([CH3:27])[CH3:26])[C:23]([N:12]1[C:13]2[C:18](=[CH:17][CH:16]=[C:15]([C:19]([F:21])([F:20])[F:22])[CH:14]=2)[C:10]([NH:9][C:8]([NH:37][C@@H:38]([CH3:42])[CH2:39][O:40][CH3:41])=[N:7][C:5](=[O:6])[C:4]2[CH:43]=[CH:44][C:45]([F:46])=[C:2]([F:1])[CH:3]=2)=[N:11]1)=[O:36]. The catalyst class is: 12. (3) Reactant: C([O-])([O-])=O.[Na+].[Na+].[CH3:7][O:8][C:9]([C:11]1[S:12][C:13](Br)=[CH:14][CH:15]=1)=[O:10].[C:17]1(B(O)O)[CH:22]=[CH:21][CH:20]=[CH:19][CH:18]=1. Product: [CH3:7][O:8][C:9]([C:11]1[S:12][C:13]([C:17]2[CH:22]=[CH:21][CH:20]=[CH:19][CH:18]=2)=[CH:14][CH:15]=1)=[O:10]. The catalyst class is: 108. (4) Product: [CH2:1]([O:3][C:4]1[C:26]([CH2:27][CH3:28])=[CH:25][C:7]2[NH:8][C:9]([C:11]3[C:15]([NH2:16])=[CH:14][N:13]([CH:19]4[CH2:24][CH2:23][CH2:22][CH2:21][O:20]4)[N:12]=3)=[N:10][C:6]=2[CH:5]=1)[CH3:2]. The catalyst class is: 29. Reactant: [CH2:1]([O:3][C:4]1[C:26]([CH2:27][CH3:28])=[CH:25][C:7]2[NH:8][C:9]([C:11]3[C:15]([N+:16]([O-])=O)=[CH:14][N:13]([CH:19]4[CH2:24][CH2:23][CH2:22][CH2:21][O:20]4)[N:12]=3)=[N:10][C:6]=2[CH:5]=1)[CH3:2]. (5) Reactant: [NH2:1][C:2]1[C:19]([N+:20]([O-])=O)=[CH:18][C:5]([O:6][CH2:7][C:8]2[CH:17]=[CH:16][CH:15]=[CH:14][C:9]=2[C:10]([O:12][CH3:13])=[O:11])=[CH:4][C:3]=1[CH3:23].[Cl-:24].[NH4+].CO. Product: [ClH:24].[ClH:24].[NH2:20][C:19]1[CH:18]=[C:5]([CH:4]=[C:3]([CH3:23])[C:2]=1[NH2:1])[O:6][CH2:7][C:8]1[CH:17]=[CH:16][CH:15]=[CH:14][C:9]=1[C:10]([O:12][CH3:13])=[O:11]. The catalyst class is: 150. (6) Reactant: [CH3:1][C:2]([C:4]1[CH:9]=[CH:8][C:7]([OH:10])=[C:6]([O:11][CH3:12])[CH:5]=1)=[O:3].[CH2:13](Br)[C:14]1[CH:19]=[CH:18][CH:17]=[CH:16][CH:15]=1.C(=O)([O-])[O-].[K+].[K+]. Product: [CH2:13]([O:10][C:7]1[CH:8]=[CH:9][C:4]([C:2](=[O:3])[CH3:1])=[CH:5][C:6]=1[O:11][CH3:12])[C:14]1[CH:19]=[CH:18][CH:17]=[CH:16][CH:15]=1. The catalyst class is: 3. (7) Reactant: [OH:1][C:2]1[CH:3]=[C:4]([CH2:8][C:9]([OH:11])=[O:10])[CH:5]=[CH:6][CH:7]=1.[CH2:12](Br)[C:13]1[CH:18]=[CH:17][CH:16]=[CH:15][CH:14]=1.C(=O)([O-])[O-].[K+].[K+]. Product: [CH2:12]([O:10][C:9](=[O:11])[CH2:8][C:4]1[CH:5]=[CH:6][CH:7]=[C:2]([O:1][CH2:8][C:4]2[CH:5]=[CH:6][CH:7]=[CH:2][CH:3]=2)[CH:3]=1)[C:13]1[CH:18]=[CH:17][CH:16]=[CH:15][CH:14]=1. The catalyst class is: 9. (8) Product: [F:1][C:2]1[CH:38]=[C:37]([F:39])[CH:36]=[CH:35][C:3]=1[CH2:4][N:5]([CH2:26][C:27]1[CH:28]=[CH:29][C:30]([CH2:33][CH3:34])=[CH:31][CH:32]=1)[C:6](=[O:25])[CH2:7][O:8][C:9]1[CH:14]=[CH:13][C:12]([CH2:15][C@H:16]([O:22][CH2:23][CH3:24])[C:17]([OH:19])=[O:18])=[CH:11][CH:10]=1. The catalyst class is: 10. Reactant: [F:1][C:2]1[CH:38]=[C:37]([F:39])[CH:36]=[CH:35][C:3]=1[CH2:4][N:5]([CH2:26][C:27]1[CH:32]=[CH:31][C:30]([CH2:33][CH3:34])=[CH:29][CH:28]=1)[C:6](=[O:25])[CH2:7][O:8][C:9]1[CH:14]=[CH:13][C:12]([CH2:15][C@H:16]([O:22][CH2:23][CH3:24])[C:17]([O:19]CC)=[O:18])=[CH:11][CH:10]=1.[Li+].[OH-].Cl. (9) Reactant: C[O:2][C:3](=[O:34])[C:4]1[CH:9]=[C:8]([Cl:10])[C:7]([O:11][C:12]2[CH:17]=[CH:16][N:15]=[CH:14][C:13]=2[C:18]([N:20]2[C:29]3[C:24](=[CH:25][CH:26]=[CH:27][CH:28]=3)[N:23]([CH:30]3[CH2:32][CH2:31]3)[CH2:22][CH2:21]2)=[O:19])=[CH:6][C:5]=1[Cl:33].O.[OH-].[Li+]. Product: [Cl:33][C:5]1[CH:6]=[C:7]([O:11][C:12]2[CH:17]=[CH:16][N:15]=[CH:14][C:13]=2[C:18]([N:20]2[C:29]3[C:24](=[CH:25][CH:26]=[CH:27][CH:28]=3)[N:23]([CH:30]3[CH2:31][CH2:32]3)[CH2:22][CH2:21]2)=[O:19])[C:8]([Cl:10])=[CH:9][C:4]=1[C:3]([OH:34])=[O:2]. The catalyst class is: 38.